From a dataset of Forward reaction prediction with 1.9M reactions from USPTO patents (1976-2016). Predict the product of the given reaction. (1) Given the reactants Br[C:2]1[C:3]([OH:13])=[C:4]([C:10](=[O:12])[CH3:11])[CH:5]=[C:6]([Cl:9])[C:7]=1[CH3:8].[N:14]1[CH:19]=[CH:18][C:17](B(O)O)=[CH:16][CH:15]=1.C(=O)([O-])[O-].[K+].[K+].C1(P(C2C=CC=CC=2)C2C=CC=CC=2)C=CC=CC=1, predict the reaction product. The product is: [Cl:9][C:6]1[C:7]([CH3:8])=[C:2]([C:17]2[CH:18]=[CH:19][N:14]=[CH:15][CH:16]=2)[C:3]([OH:13])=[C:4]([C:10](=[O:12])[CH3:11])[CH:5]=1. (2) Given the reactants [CH3:1][C:2]1[CH:3]=[CH:4][C:5]([NH:11][C:12]2[CH:13]=[N:14][C:15]3[C:20]([CH:21]=2)=[CH:19][CH:18]=[CH:17][CH:16]=3)=[C:6]([CH:10]=1)[C:7]([OH:9])=[O:8], predict the reaction product. The product is: [CH3:1][C:2]1[CH:3]=[CH:4][C:5]([NH:11][C:12]2[CH:13]=[N:14][C:15]3[CH2:16][CH2:17][CH2:18][CH2:19][C:20]=3[CH:21]=2)=[C:6]([CH:10]=1)[C:7]([OH:9])=[O:8]. (3) Given the reactants Br[C:2]1[CH:7]=[CH:6][C:5]([C:8]2[CH:13]=[CH:12][C:11]([CH2:14][CH2:15][C:16]3([NH:24]C(=O)C)[CH2:21][O:20]C(C)(C)[O:18][CH2:17]3)=[CH:10][CH:9]=2)=[C:4]([F:28])[CH:3]=1.[F:29][C:30]1[CH:35]=[CH:34][C:33]([SH:36])=[CH:32][CH:31]=1.C(N(C(C)C)CC)(C)C.C1(P(C2C=CC=CC=2)C2C3OC4C(=CC=CC=4P(C4C=CC=CC=4)C4C=CC=CC=4)C(C)(C)C=3C=CC=2)C=CC=CC=1, predict the reaction product. The product is: [NH2:24][C:16]([CH2:15][CH2:14][C:11]1[CH:12]=[CH:13][C:8]([C:5]2[CH:6]=[CH:7][C:2]([S:36][C:33]3[CH:34]=[CH:35][C:30]([F:29])=[CH:31][CH:32]=3)=[CH:3][C:4]=2[F:28])=[CH:9][CH:10]=1)([CH2:21][OH:20])[CH2:17][OH:18].